This data is from Full USPTO retrosynthesis dataset with 1.9M reactions from patents (1976-2016). The task is: Predict the reactants needed to synthesize the given product. (1) Given the product [Cl:1][C:2]1[CH:3]=[C:4]2[C:9](=[CH:10][C:11]=1[N:12]1[CH2:17][C:16]3[C:18]([CH:25]4[CH2:27][CH2:26]4)=[N:19][C:20]([C:22]([NH:40][CH2:39][CH2:38][S:37]([CH3:36])=[O:61])=[O:23])=[CH:21][C:15]=3[NH:14][C:13]1=[O:28])[O:8][CH:7]([C:29]1[C:34]([F:35])=[CH:33][CH:32]=[CH:31][N:30]=1)[CH2:6][CH2:5]2, predict the reactants needed to synthesize it. The reactants are: [Cl:1][C:2]1[CH:3]=[C:4]2[C:9](=[CH:10][C:11]=1[N:12]1[CH2:17][C:16]3[C:18]([CH:25]4[CH2:27][CH2:26]4)=[N:19][C:20]([C:22](O)=[O:23])=[CH:21][C:15]=3[NH:14][C:13]1=[O:28])[O:8][CH:7]([C:29]1[C:34]([F:35])=[CH:33][CH:32]=[CH:31][N:30]=1)[CH2:6][CH2:5]2.[CH3:36][S:37][CH2:38][CH2:39][NH2:40].CCN=C=NCCCN(C)C.C1C=CC2N([OH:61])N=NC=2C=1. (2) Given the product [Br:26][C:27]1[C:32]([CH3:33])=[CH:31][C:30]([O:17][CH2:18][CH2:19][N:20]2[CH2:24][CH2:23][CH2:22][C:21]2=[O:25])=[CH:29][C:28]=1[CH3:35], predict the reactants needed to synthesize it. The reactants are: C([O-])([O-])=O.[Cs+].[Cs+].CC1C=CC(S([O:17][CH2:18][CH2:19][N:20]2[CH2:24][CH2:23][CH2:22][C:21]2=[O:25])(=O)=O)=CC=1.[Br:26][C:27]1[C:32]([CH3:33])=[CH:31][C:30](O)=[CH:29][C:28]=1[CH3:35].